From a dataset of NCI-60 drug combinations with 297,098 pairs across 59 cell lines. Regression. Given two drug SMILES strings and cell line genomic features, predict the synergy score measuring deviation from expected non-interaction effect. (1) Drug 1: CC1=C(C(CCC1)(C)C)C=CC(=CC=CC(=CC(=O)O)C)C. Drug 2: CC1=C2C(C(=O)C3(C(CC4C(C3C(C(C2(C)C)(CC1OC(=O)C(C(C5=CC=CC=C5)NC(=O)C6=CC=CC=C6)O)O)OC(=O)C7=CC=CC=C7)(CO4)OC(=O)C)O)C)OC(=O)C. Cell line: SF-268. Synergy scores: CSS=20.4, Synergy_ZIP=14.7, Synergy_Bliss=17.9, Synergy_Loewe=7.02, Synergy_HSA=13.1. (2) Drug 1: C1=C(C(=O)NC(=O)N1)F. Drug 2: CC1=C(C(CCC1)(C)C)C=CC(=CC=CC(=CC(=O)O)C)C. Cell line: A498. Synergy scores: CSS=46.9, Synergy_ZIP=-5.18, Synergy_Bliss=-9.79, Synergy_Loewe=-8.63, Synergy_HSA=-7.61. (3) Drug 1: C1C(C(OC1N2C=NC3=C(N=C(N=C32)Cl)N)CO)O. Drug 2: C1=NNC2=C1C(=O)NC=N2. Cell line: ACHN. Synergy scores: CSS=55.0, Synergy_ZIP=-0.992, Synergy_Bliss=-0.165, Synergy_Loewe=-4.27, Synergy_HSA=2.38. (4) Drug 1: C1=NC2=C(N=C(N=C2N1C3C(C(C(O3)CO)O)O)F)N. Drug 2: C1CNP(=O)(OC1)N(CCCl)CCCl. Cell line: MCF7. Synergy scores: CSS=0.332, Synergy_ZIP=0.111, Synergy_Bliss=-0.592, Synergy_Loewe=-0.467, Synergy_HSA=-0.978. (5) Cell line: COLO 205. Drug 1: COC1=NC(=NC2=C1N=CN2C3C(C(C(O3)CO)O)O)N. Drug 2: CCN(CC)CCCC(C)NC1=C2C=C(C=CC2=NC3=C1C=CC(=C3)Cl)OC. Synergy scores: CSS=29.6, Synergy_ZIP=4.24, Synergy_Bliss=6.67, Synergy_Loewe=-24.9, Synergy_HSA=3.56.